From a dataset of Peptide-MHC class II binding affinity with 134,281 pairs from IEDB. Regression. Given a peptide amino acid sequence and an MHC pseudo amino acid sequence, predict their binding affinity value. This is MHC class II binding data. (1) The peptide sequence is VLMAVVLASLIYRRR. The MHC is HLA-DQA10401-DQB10402 with pseudo-sequence HLA-DQA10401-DQB10402. The binding affinity (normalized) is 0. (2) The peptide sequence is RNESENESVVSYFRP. The MHC is DRB1_0101 with pseudo-sequence DRB1_0101. The binding affinity (normalized) is 0.139. (3) The peptide sequence is DFHPGAGKTRRFLPQ. The MHC is DRB1_0901 with pseudo-sequence DRB1_0901. The binding affinity (normalized) is 0.429.